This data is from TCR-epitope binding with 47,182 pairs between 192 epitopes and 23,139 TCRs. The task is: Binary Classification. Given a T-cell receptor sequence (or CDR3 region) and an epitope sequence, predict whether binding occurs between them. The epitope is LLFNKVTLA. The TCR CDR3 sequence is CASSQDNQETQYF. Result: 1 (the TCR binds to the epitope).